This data is from Forward reaction prediction with 1.9M reactions from USPTO patents (1976-2016). The task is: Predict the product of the given reaction. Given the reactants C([O:5][C:6](=[O:47])[CH2:7][CH2:8][N:9](C(OC(C)(C)C)=O)[CH2:10][C:11]([N:13]1[C:21]2[C:16](=[C:17]([F:39])[C:18]([O:22][CH2:23][C:24]3[S:25][C:26]([C:35]([F:38])([F:37])[F:36])=[C:27]([C:29]4[CH:34]=[CH:33][CH:32]=[CH:31][CH:30]=4)[CH:28]=3)=[CH:19][CH:20]=2)[CH2:15][CH2:14]1)=[O:12])(C)(C)C.[ClH:48].O1CCOCC1, predict the reaction product. The product is: [ClH:48].[F:39][C:17]1[C:18]([O:22][CH2:23][C:24]2[S:25][C:26]([C:35]([F:36])([F:38])[F:37])=[C:27]([C:29]3[CH:34]=[CH:33][CH:32]=[CH:31][CH:30]=3)[CH:28]=2)=[CH:19][CH:20]=[C:21]2[C:16]=1[CH2:15][CH2:14][N:13]2[C:11](=[O:12])[CH2:10][NH:9][CH2:8][CH2:7][C:6]([OH:47])=[O:5].